From a dataset of CYP3A4 inhibition data for predicting drug metabolism from PubChem BioAssay. Regression/Classification. Given a drug SMILES string, predict its absorption, distribution, metabolism, or excretion properties. Task type varies by dataset: regression for continuous measurements (e.g., permeability, clearance, half-life) or binary classification for categorical outcomes (e.g., BBB penetration, CYP inhibition). Dataset: cyp3a4_veith. (1) The compound is O=C(Oc1ccccc1)N1CCC2(CCCN(c3ccncc3)C2)CC1. The result is 1 (inhibitor). (2) The compound is Cn1cnnc1SCC(=O)OCN1C(=O)c2ccccc2C1=O. The result is 0 (non-inhibitor).